Dataset: Reaction yield outcomes from USPTO patents with 853,638 reactions. Task: Predict the reaction yield, written as a fraction of the theoretical maximum amount of product (1.0 means a 100% yield; for example, 0.34 means a 34% yield). (1) The reactants are Cl[C:2]1[N:7]=[C:6]([NH:8][CH2:9][C:10]2[CH:15]=[CH:14][C:13]([O:16][CH3:17])=[C:12]([O:18][CH:19]3[CH2:23][CH2:22][CH2:21][CH2:20]3)[CH:11]=2)[CH:5]=[N:4][CH:3]=1.B([C:27]1[CH:38]=[CH:37][C:30]([CH2:31][C@@H:32]([C:34]([OH:36])=[O:35])[NH2:33])=[CH:29][CH:28]=1)(O)O.C(=O)([O-])[O-].[Na+].[Na+]. The catalyst is Cl[Pd](Cl)([P](C1C=CC=CC=1)(C1C=CC=CC=1)C1C=CC=CC=1)[P](C1C=CC=CC=1)(C1C=CC=CC=1)C1C=CC=CC=1.C(#N)C. The product is [NH2:33][CH:32]([CH2:31][C:30]1[CH:37]=[CH:38][C:27]([C:2]2[CH:3]=[N:4][CH:5]=[C:6]([NH:8][CH2:9][C:10]3[CH:15]=[CH:14][C:13]([O:16][CH3:17])=[C:12]([O:18][CH:19]4[CH2:23][CH2:22][CH2:21][CH2:20]4)[CH:11]=3)[N:7]=2)=[CH:28][CH:29]=1)[C:34]([OH:36])=[O:35]. The yield is 0.0600. (2) The reactants are C1N(CCO)CCN(CCS(O)(=O)=O)C1.P(O[C@H:25]([C@H:28]([C@H:30]([C@@H:32]([CH2:34][OH:35])[OH:33])[OH:31])[OH:29])[CH:26]=[O:27])(OP(O)(O)=O)(O)=O.[C@@H:36]1([N:45]2C=CC(=O)NC2=O)[O:44][C@H](CO)[C@@H](O)[C@H:37]1O. No catalyst specified. The product is [OH:27][CH:26]1[O:33][C@H:32]([CH2:34][OH:35])[C@@H:30]([OH:31])[C@H:28]([OH:29])[C@H:25]1[NH:45][C:36]([CH3:37])=[O:44]. The yield is 1.00. (3) The reactants are C1C=C(Cl)C=C(C(OO)=[O:9])C=1.[Cl:12][C:13]1[CH:22]=[CH:21][CH:20]=[C:19]2[C:14]=1[CH:15]=[CH:16][N:17]=[CH:18]2. The catalyst is C(Cl)Cl.CO. The product is [Cl:12][C:13]1[CH:22]=[CH:21][CH:20]=[C:19]2[C:14]=1[CH:15]=[CH:16][N+:17]([O-:9])=[CH:18]2. The yield is 0.790. (4) The reactants are [Br:1][C:2]1[CH:6]=[N:5][N:4]([CH3:7])[C:3]=1[C:8]1[CH:9]=[C:10]([NH2:24])[CH:11]=[CH:12][C:13]=1[O:14][CH2:15][CH2:16][N:17]1[CH2:23][CH2:22][CH2:21][O:20][CH2:19][CH2:18]1.C(N(CC)C(C)C)(C)C.[F:34][C:35]1[CH:36]=[C:37]([CH:41]=[CH:42][C:43]=1[C:44]([F:47])([F:46])[F:45])[C:38](Cl)=[O:39]. The catalyst is CC(N(C)C)=O.CS(C)=O. The product is [Br:1][C:2]1[CH:6]=[N:5][N:4]([CH3:7])[C:3]=1[C:8]1[CH:9]=[C:10]([NH:24][C:38](=[O:39])[C:37]2[CH:41]=[CH:42][C:43]([C:44]([F:45])([F:46])[F:47])=[C:35]([F:34])[CH:36]=2)[CH:11]=[CH:12][C:13]=1[O:14][CH2:15][CH2:16][N:17]1[CH2:23][CH2:22][CH2:21][O:20][CH2:19][CH2:18]1. The yield is 0.530. (5) The catalyst is C(O)C. The product is [Cl:12][C:13]1[CH:22]=[C:21]([CH3:23])[C:20]([N:24]2[CH:5]=[CH:4][CH:3]=[N:25]2)=[CH:19][C:14]=1[C:15]([O:17][CH3:18])=[O:16]. The yield is 0.520. The reactants are CO[CH:3](OC)[CH2:4][CH:5](OC)OC.[Cl:12][C:13]1[CH:22]=[C:21]([CH3:23])[C:20]([NH:24][NH2:25])=[CH:19][C:14]=1[C:15]([O:17][CH3:18])=[O:16]. (6) The reactants are [Br:1][C:2]1[CH:7]=[CH:6][C:5]([F:8])=[C:4](I)[C:3]=1[Br:10].C1COCC1.[C:16]([Si:18]([CH3:21])([CH3:20])[CH3:19])#[CH:17]. The catalyst is CCOC(C)=O.Cl[Pd](Cl)([P](C1C=CC=CC=1)(C1C=CC=CC=1)C1C=CC=CC=1)[P](C1C=CC=CC=1)(C1C=CC=CC=1)C1C=CC=CC=1.[Cu]I. The product is [Br:10][C:3]1[C:2]([Br:1])=[CH:7][CH:6]=[C:5]([F:8])[C:4]=1[C:17]#[C:16][Si:18]([CH3:21])([CH3:20])[CH3:19]. The yield is 0.790.